This data is from hERG Central: cardiac toxicity at 1µM, 10µM, and general inhibition. The task is: Predict hERG channel inhibition at various concentrations. (1) The drug is O=C1CC2(CCN(C(=O)c3ccc([N+](=O)[O-])cc3)CC2)Oc2ccccc21. Results: hERG_inhib (hERG inhibition (general)): blocker. (2) The compound is COc1ccc(/C=C(\NC(=O)c2ccc(C)cc2)C(=O)NCc2cccnc2)cc1. Results: hERG_inhib (hERG inhibition (general)): blocker. (3) The molecule is Cl.O=C(CNCC1CCCCC1)Nc1ccc(OC(F)(F)F)cc1. Results: hERG_inhib (hERG inhibition (general)): blocker.